From a dataset of Forward reaction prediction with 1.9M reactions from USPTO patents (1976-2016). Predict the product of the given reaction. (1) Given the reactants [C:1]([O:6][CH3:7])(=[O:5])[C:2]([CH3:4])=[CH2:3].[C:8]([O:11][CH:12]=[CH2:13])(=[O:10])[CH3:9].[C:14]([O:18][CH2:19][CH3:20])(=[O:17])[CH:15]=[CH2:16], predict the reaction product. The product is: [C:1]([O:6][CH3:7])(=[O:5])[C:2]([CH3:4])=[CH2:3].[C:8]([O:11][CH:12]=[CH2:13])(=[O:10])[CH3:9].[C:14]([O:18][CH2:19][CH3:20])(=[O:17])[CH:15]=[CH2:16]. (2) Given the reactants [CH3:1][C@@H:2]1[CH2:7][NH:6][CH2:5][CH2:4][NH:3]1.Br[C:9]1[N:10]=[CH:11][S:12][CH:13]=1, predict the reaction product. The product is: [CH3:1][C@H:2]1[NH:3][CH2:4][CH2:5][N:6]([C:9]2[N:10]=[CH:11][S:12][CH:13]=2)[CH2:7]1. (3) Given the reactants C(N(CC)CC)C.[CH2:8]([O:15][C:16]1[CH:17]=[C:18]([CH:22]=[CH:23][CH:24]=1)[C:19](Cl)=[O:20])[C:9]1[CH:14]=[CH:13][CH:12]=[CH:11][CH:10]=1.[CH2:25]([O:32][C:33]1[C:34]([CH3:42])=[C:35]([CH3:41])[C:36]([NH2:40])=[N:37][C:38]=1[CH3:39])[C:26]1[CH:31]=[CH:30][CH:29]=[CH:28][CH:27]=1, predict the reaction product. The product is: [CH2:8]([O:15][C:16]1[CH:17]=[C:18]([CH:22]=[CH:23][CH:24]=1)[C:19]([NH:40][C:36]1[C:35]([CH3:41])=[C:34]([CH3:42])[C:33]([O:32][CH2:25][C:26]2[CH:31]=[CH:30][CH:29]=[CH:28][CH:27]=2)=[C:38]([CH3:39])[N:37]=1)=[O:20])[C:9]1[CH:14]=[CH:13][CH:12]=[CH:11][CH:10]=1.